From a dataset of Full USPTO retrosynthesis dataset with 1.9M reactions from patents (1976-2016). Predict the reactants needed to synthesize the given product. (1) Given the product [CH:1]([N:4]1[C:9](=[O:10])[CH:8]=[CH:7][C:6]([C:11]2[CH:16]=[CH:15][C:14]([O:17][CH2:31][C:32]([NH2:34])=[O:33])=[N:13][C:12]=2[C:18]2[CH:19]=[CH:20][CH:21]=[CH:22][CH:23]=2)=[N:5]1)([CH3:3])[CH3:2], predict the reactants needed to synthesize it. The reactants are: [CH:1]([N:4]1[C:9](=[O:10])[CH:8]=[CH:7][C:6]([C:11]2[CH:16]=[CH:15][C:14](=[O:17])[NH:13][C:12]=2[C:18]2[CH:23]=[CH:22][CH:21]=[CH:20][CH:19]=2)=[N:5]1)([CH3:3])[CH3:2].C([O-])([O-])=O.[K+].[K+].I[CH2:31][C:32]([NH2:34])=[O:33]. (2) Given the product [S:10]([O:21][C:22]1[CH:26]=[CH:25][NH:24][C:23]=1[C:27]([O:29][CH3:30])=[O:28])([C:13]1[CH:19]=[CH:18][C:16]([CH3:17])=[CH:15][CH:14]=1)(=[O:12])=[O:11], predict the reactants needed to synthesize it. The reactants are: C(N(C(C)C)CC)(C)C.[S:10](Cl)([C:13]1[CH:19]=[CH:18][C:16]([CH3:17])=[CH:15][CH:14]=1)(=[O:12])=[O:11].[OH:21][C:22]1[CH:26]=[CH:25][NH:24][C:23]=1[C:27]([O:29][CH3:30])=[O:28]. (3) Given the product [C:38]([NH:48][C@H:49]([C:55]([CH:69]([NH2:68])[C:74](=[O:76])[CH2:36][NH:37][S:14]([C:2]1[CH:3]=[CH:4][C:5]2[O:6][C:7]3[CH:13]=[CH:12][CH:11]=[CH:10][C:8]=3[C:9]=2[CH:1]=1)(=[O:16])=[O:15])=[O:57])[CH2:50][CH2:51][CH:52]([CH3:53])[CH3:54])([O:40][CH2:41][C:42]1[CH:43]=[CH:44][CH:45]=[CH:46][CH:47]=1)=[O:39], predict the reactants needed to synthesize it. The reactants are: [CH:1]1[C:9]2[C:8]3[CH:10]=[CH:11][CH:12]=[CH:13][C:7]=3[O:6][C:5]=2[CH:4]=[CH:3][C:2]=1[S:14](Cl)(=[O:16])=[O:15].ClC1C([C:36]#[N:37])=C(C=CC=1)OC1C=CC(S(Cl)(=O)=O)=CC=1.[C:38]([NH:48][C@H:49]([C:55]([OH:57])=O)[CH2:50][CH2:51][CH:52]([CH3:54])[CH3:53])([O:40][CH2:41][C:42]1[CH:47]=[CH:46][CH:45]=[CH:44][CH:43]=1)=[O:39].C([NH:68][C@H:69]([C:74]([OH:76])=O)CC(C)C)(OCC1C=CC=CC=1)=O. (4) Given the product [OH:21][CH2:20][C:16]1([OH:19])[CH:14]2[CH:13]([CH2:12][NH:11][CH2:15]2)[CH2:18][CH2:17]1, predict the reactants needed to synthesize it. The reactants are: C(OC([N:11]1[CH2:15][CH:14]2[C:16]([CH2:20][O:21]CC3C=CC=CC=3)([OH:19])[CH2:17][CH2:18][CH:13]2[CH2:12]1)=O)C1C=CC=CC=1.[H][H].